Dataset: Forward reaction prediction with 1.9M reactions from USPTO patents (1976-2016). Task: Predict the product of the given reaction. (1) Given the reactants [N+:1]([C:4]1[CH:5]=[C:6]([CH:19]=[CH:20][C:21]=1[N+:22]([O-])=O)[NH:7][C:8](=[O:18])[C:9]1[CH:14]=[CH:13][C:12]([N:15]([CH3:17])[CH3:16])=[CH:11][CH:10]=1)([O-])=O.[N:25]1[C:29]2[CH:30]=[CH:31][C:32]([CH:34]=O)=[CH:33][C:28]=2[NH:27][CH:26]=1, predict the reaction product. The product is: [NH:22]1[C:21]2[CH:20]=[CH:19][C:6]([NH:7][C:8](=[O:18])[C:9]3[CH:14]=[CH:13][C:12]([N:15]([CH3:17])[CH3:16])=[CH:11][CH:10]=3)=[CH:5][C:4]=2[N:1]=[C:34]1[C:32]1[CH:31]=[CH:30][C:29]2[NH:25][CH:26]=[N:27][C:28]=2[CH:33]=1. (2) The product is: [CH:13]1([NH:16][C:4]2[CH:9]=[CH:8][N:7]=[CH:6][C:5]=2[N+:10]([O-:12])=[O:11])[CH2:15][CH2:14]1. Given the reactants Cl.CO[C:4]1[CH:9]=[CH:8][N:7]=[CH:6][C:5]=1[N+:10]([O-:12])=[O:11].[CH:13]1([NH2:16])[CH2:15][CH2:14]1.C(N(CC)CC)C, predict the reaction product. (3) Given the reactants [Br:1][C:2]1[N:7]=[C:6]2[N:8]=[C:9]([CH2:11][CH3:12])[NH:10][C:5]2=[C:4]([CH3:13])[CH:3]=1.[Br:14][C:15]1[CH:16]=[C:17]2[C:21](=[CH:22][CH:23]=1)[C@H:20](O)[CH2:19][CH2:18]2.P(CCCC)(CCCC)CCCC.CCOC(/N=N/C(OCC)=O)=O.C(N(C(C)C)CC)(C)C, predict the reaction product. The product is: [Br:1][C:2]1[N:7]=[C:6]2[N:8]([CH:20]3[C:21]4[C:17](=[CH:16][C:15]([Br:14])=[CH:23][CH:22]=4)[CH2:18][CH2:19]3)[C:9]([CH2:11][CH3:12])=[N:10][C:5]2=[C:4]([CH3:13])[CH:3]=1.